Dataset: NCI-60 drug combinations with 297,098 pairs across 59 cell lines. Task: Regression. Given two drug SMILES strings and cell line genomic features, predict the synergy score measuring deviation from expected non-interaction effect. (1) Drug 1: CC(CN1CC(=O)NC(=O)C1)N2CC(=O)NC(=O)C2. Drug 2: C1=CN(C=N1)CC(O)(P(=O)(O)O)P(=O)(O)O. Cell line: EKVX. Synergy scores: CSS=3.18, Synergy_ZIP=-3.03, Synergy_Bliss=-3.90, Synergy_Loewe=-2.91, Synergy_HSA=-3.56. (2) Synergy scores: CSS=34.1, Synergy_ZIP=2.26, Synergy_Bliss=5.91, Synergy_Loewe=-32.6, Synergy_HSA=3.96. Drug 2: CCC1(CC2CC(C3=C(CCN(C2)C1)C4=CC=CC=C4N3)(C5=C(C=C6C(=C5)C78CCN9C7C(C=CC9)(C(C(C8N6C=O)(C(=O)OC)O)OC(=O)C)CC)OC)C(=O)OC)O.OS(=O)(=O)O. Cell line: BT-549. Drug 1: CN1CCC(CC1)COC2=C(C=C3C(=C2)N=CN=C3NC4=C(C=C(C=C4)Br)F)OC. (3) Drug 1: CC12CCC(CC1=CCC3C2CCC4(C3CC=C4C5=CN=CC=C5)C)O. Drug 2: C1=NC2=C(N1)C(=S)N=C(N2)N. Cell line: HCT116. Synergy scores: CSS=37.6, Synergy_ZIP=-0.205, Synergy_Bliss=-4.66, Synergy_Loewe=-15.2, Synergy_HSA=-3.40. (4) Drug 1: C1=NC(=NC(=O)N1C2C(C(C(O2)CO)O)O)N. Drug 2: CCCCC(=O)OCC(=O)C1(CC(C2=C(C1)C(=C3C(=C2O)C(=O)C4=C(C3=O)C=CC=C4OC)O)OC5CC(C(C(O5)C)O)NC(=O)C(F)(F)F)O. Cell line: NCI-H460. Synergy scores: CSS=45.4, Synergy_ZIP=-1.34, Synergy_Bliss=-2.12, Synergy_Loewe=-8.31, Synergy_HSA=-1.80. (5) Drug 1: C1CN1C2=NC(=NC(=N2)N3CC3)N4CC4. Drug 2: CC1=CC2C(CCC3(C2CCC3(C(=O)C)OC(=O)C)C)C4(C1=CC(=O)CC4)C. Cell line: HCT-15. Synergy scores: CSS=23.0, Synergy_ZIP=1.06, Synergy_Bliss=9.61, Synergy_Loewe=-1.29, Synergy_HSA=6.41. (6) Drug 1: CN(C)N=NC1=C(NC=N1)C(=O)N. Drug 2: C1CN(P(=O)(OC1)NCCCl)CCCl. Cell line: SR. Synergy scores: CSS=4.52, Synergy_ZIP=0.681, Synergy_Bliss=5.59, Synergy_Loewe=6.00, Synergy_HSA=6.05. (7) Drug 1: CC1=C2C(C(=O)C3(C(CC4C(C3C(C(C2(C)C)(CC1OC(=O)C(C(C5=CC=CC=C5)NC(=O)OC(C)(C)C)O)O)OC(=O)C6=CC=CC=C6)(CO4)OC(=O)C)O)C)O. Drug 2: C1C(C(OC1N2C=NC3=C2NC=NCC3O)CO)O. Cell line: CCRF-CEM. Synergy scores: CSS=-0.323, Synergy_ZIP=0.155, Synergy_Bliss=-4.42, Synergy_Loewe=1.53, Synergy_HSA=-6.41. (8) Drug 1: CCCS(=O)(=O)NC1=C(C(=C(C=C1)F)C(=O)C2=CNC3=C2C=C(C=N3)C4=CC=C(C=C4)Cl)F. Drug 2: C1=NC2=C(N1)C(=S)N=C(N2)N. Cell line: BT-549. Synergy scores: CSS=15.6, Synergy_ZIP=-6.26, Synergy_Bliss=-0.140, Synergy_Loewe=-12.6, Synergy_HSA=-2.32. (9) Drug 1: C1C(C(OC1N2C=NC3=C(N=C(N=C32)Cl)N)CO)O. Drug 2: CC1=C2C(C(=O)C3(C(CC4C(C3C(C(C2(C)C)(CC1OC(=O)C(C(C5=CC=CC=C5)NC(=O)C6=CC=CC=C6)O)O)OC(=O)C7=CC=CC=C7)(CO4)OC(=O)C)O)C)OC(=O)C. Cell line: RPMI-8226. Synergy scores: CSS=59.4, Synergy_ZIP=5.07, Synergy_Bliss=10.3, Synergy_Loewe=0.800, Synergy_HSA=8.27.